Task: Predict the reaction yield, written as a fraction of the theoretical maximum amount of product (1.0 means a 100% yield; for example, 0.34 means a 34% yield).. Dataset: Reaction yield outcomes from USPTO patents with 853,638 reactions (1) The reactants are [NH2:1][C:2]1[CH:10]=[CH:9][C:5]([C:6]([NH2:8])=[O:7])=[CH:4][CH:3]=1.[Br:11]N1C(=O)CCC1=O.CCOC(C)=O. The yield is 0.920. The catalyst is CC#N.C(Cl)Cl. The product is [NH2:1][C:2]1[CH:10]=[CH:9][C:5]([C:6]([NH2:8])=[O:7])=[CH:4][C:3]=1[Br:11]. (2) The reactants are Br[C:2]1[CH:7]=[CH:6][C:5]([CH2:8][N:9]([CH2:20][C:21]([F:24])([F:23])[F:22])[S:10]([CH2:13][C:14]2[CH:19]=[CH:18][CH:17]=[CH:16][CH:15]=2)(=[O:12])=[O:11])=[C:4]([F:25])[CH:3]=1.[N:26]1[CH:31]=[CH:30][C:29](B(O)O)=[CH:28][CH:27]=1.C(=O)([O-])[O-].[Na+].[Na+]. No catalyst specified. The product is [F:25][C:4]1[CH:3]=[C:2]([C:29]2[CH:30]=[CH:31][N:26]=[CH:27][CH:28]=2)[CH:7]=[CH:6][C:5]=1[CH2:8][N:9]([CH2:20][C:21]([F:24])([F:23])[F:22])[S:10]([CH2:13][C:14]1[CH:19]=[CH:18][CH:17]=[CH:16][CH:15]=1)(=[O:12])=[O:11]. The yield is 0.930. (3) The reactants are Br[C:2]1[CH:3]=[C:4]([C:8]2[C:9]3[N:10]([C:17]([C:20]([F:23])([F:22])[F:21])=[CH:18][N:19]=3)[CH:11]=[C:12]([C:14]([NH2:16])=[O:15])[N:13]=2)[CH:5]=[CH:6][CH:7]=1.[C:24]([C@:26]1([OH:33])[CH2:30][CH2:29][N:28]([CH3:31])[C:27]1=[O:32])#[CH:25]. No catalyst specified. The product is [OH:33][C@@:26]1([C:24]#[C:25][C:7]2[CH:6]=[CH:5][C:4]([C:8]3[C:9]4[N:10]([C:17]([C:20]([F:23])([F:22])[F:21])=[CH:18][N:19]=4)[CH:11]=[C:12]([C:14]([NH2:16])=[O:15])[N:13]=3)=[CH:3][CH:2]=2)[CH2:30][CH2:29][N:28]([CH3:31])[C:27]1=[O:32]. The yield is 0.260. (4) The reactants are CS[C:3]([S:9][CH3:10])=[C:4]([C:7]#[N:8])[C:5]#[N:6].[C:11]([C:15]1[CH:21]=[CH:20][C:18]([NH2:19])=[CH:17][CH:16]=1)([CH3:14])([CH3:13])[CH3:12]. The catalyst is CCO. The product is [C:11]([C:15]1[CH:16]=[CH:17][C:18]([NH:19][C:3](=[C:4]([C:7]#[N:8])[C:5]#[N:6])[S:9][CH3:10])=[CH:20][CH:21]=1)([CH3:14])([CH3:12])[CH3:13]. The yield is 0.535. (5) The reactants are [Cl:1][C:2]1[CH:3]=[CH:4][C:5]([CH2:8][N:9]2[C:17]3[C:16](=[O:18])[N:15]([CH2:19][CH2:20][CH2:21][O:22]C4CCCCO4)[C:14](=[O:29])[N:13]([CH3:30])[C:12]=3[N:11]=[C:10]2[O:31][CH2:32][CH2:33][O:34][C:35]2[CH:40]=[CH:39][CH:38]=[C:37]([O:41][C:42]([F:45])([F:44])[F:43])[CH:36]=2)=[N:6][CH:7]=1.C(Cl)(=O)C. The catalyst is C(O)C. The product is [Cl:1][C:2]1[CH:3]=[CH:4][C:5]([CH2:8][N:9]2[C:17]3[C:16](=[O:18])[N:15]([CH2:19][CH2:20][CH2:21][OH:22])[C:14](=[O:29])[N:13]([CH3:30])[C:12]=3[N:11]=[C:10]2[O:31][CH2:32][CH2:33][O:34][C:35]2[CH:40]=[CH:39][CH:38]=[C:37]([O:41][C:42]([F:45])([F:43])[F:44])[CH:36]=2)=[N:6][CH:7]=1. The yield is 0.190. (6) The reactants are [N+:1]([C:4]1[CH:13]=[C:12]2[C:7]([CH2:8][CH2:9][CH2:10][C:11]2=O)=[CH:6][CH:5]=1)([O-:3])=[O:2].[NH2:15][OH:16]. The catalyst is N1C=CC=CC=1. The product is [N+:1]([C:4]1[CH:13]=[C:12]2[C:7]([CH2:8][CH2:9][CH2:10][C:11]2=[N:15][OH:16])=[CH:6][CH:5]=1)([O-:3])=[O:2]. The yield is 0.880. (7) The reactants are [CH2:1]([O:8][C:9]([N:11]([CH2:18][CH2:19][CH2:20]CC(OCC)=O)[CH2:12][C:13]([O:15]CC)=O)=[O:10])[C:2]1[CH:7]=[CH:6][CH:5]=[CH:4][CH:3]=1.[O-:27][CH2:28][CH3:29].[Na+].C([OH:33])C. No catalyst specified. The product is [CH2:1]([O:8][C:9]([N:11]1[CH2:12][C:13](=[O:15])[CH:19]([C:20]([O:27][CH2:28][CH3:29])=[O:33])[CH2:18]1)=[O:10])[C:2]1[CH:3]=[CH:4][CH:5]=[CH:6][CH:7]=1. The yield is 0.720.